This data is from Retrosynthesis with 50K atom-mapped reactions and 10 reaction types from USPTO. The task is: Predict the reactants needed to synthesize the given product. (1) Given the product O=C(c1ccc(Nc2nccc(-c3ccc(S(=O)(=O)N4CCOCC4)cc3)n2)cc1)N1CCN(C(=O)c2ccco2)CC1, predict the reactants needed to synthesize it. The reactants are: O=C(O)c1ccc(Nc2nccc(-c3ccc(S(=O)(=O)N4CCOCC4)cc3)n2)cc1.O=C(c1ccco1)N1CCNCC1. (2) Given the product C/C=C/[C@H]1CN(C(=O)c2cc(-c3ccc(F)cc3)on2)[C@@H](CC(C)C)C(=O)N1, predict the reactants needed to synthesize it. The reactants are: CC=C[C@H]1CN[C@@H](CC(C)C)C(=O)N1.O=C(O)c1cc(-c2ccc(F)cc2)on1.